Task: Predict which catalyst facilitates the given reaction.. Dataset: Catalyst prediction with 721,799 reactions and 888 catalyst types from USPTO Reactant: [N+:1]([C:4]1[CH:5]=[C:6]([C:13]([O:15][CH3:16])=[O:14])[C:7]2[N:11]=[CH:10][NH:9][C:8]=2[CH:12]=1)([O-])=O. Product: [NH2:1][C:4]1[CH:5]=[C:6]([C:13]([O:15][CH3:16])=[O:14])[C:7]2[N:11]=[CH:10][NH:9][C:8]=2[CH:12]=1. The catalyst class is: 19.